From a dataset of Forward reaction prediction with 1.9M reactions from USPTO patents (1976-2016). Predict the product of the given reaction. (1) Given the reactants [Cl:1][C:2]1[CH:3]=[C:4]([CH:8]=[CH:9][C:10]=1[C:11](=[O:26])[NH:12][C:13]1[CH:18]=[CH:17][C:16]([Cl:19])=[C:15]([C:20]2[CH:25]=[CH:24][CH:23]=[CH:22][N:21]=2)[CH:14]=1)[C:5]([OH:7])=O.[NH2:27][C:28]1[CH:29]=[N:30][CH:31]=[CH:32][CH:33]=1, predict the reaction product. The product is: [Cl:1][C:2]1[CH:3]=[C:4]([C:5]([NH:27][C:28]2[CH:29]=[N:30][CH:31]=[CH:32][CH:33]=2)=[O:7])[CH:8]=[CH:9][C:10]=1[C:11]([NH:12][C:13]1[CH:18]=[CH:17][C:16]([Cl:19])=[C:15]([C:20]2[CH:25]=[CH:24][CH:23]=[CH:22][N:21]=2)[CH:14]=1)=[O:26]. (2) Given the reactants [OH:1][C:2]([C:15]1[CH:16]2[C:21](=[C:22]([C:29]3[CH:34]=[CH:33][CH:32]=[CH:31][N:30]=3)[C:23]3[CH:28]=[CH:27][CH:26]=[CH:25][CH:24]=3)[CH:19]([CH:20]=1)[CH:18]1[C:35]([N:37]([CH2:40][CH2:41]OC(=O)C=CC3C=CC(C(C)C)=CC=3)[C:38](=[O:39])[CH:17]21)=[O:36])([C:9]1[CH:14]=[CH:13][CH:12]=[CH:11][N:10]=1)[C:3]1[CH:8]=[CH:7][CH:6]=[CH:5][CH:4]=1.[C:56]([NH:59][C:60]1[CH:70]=[CH:69][C:63]([CH:64]=[CH:65][C:66]([OH:68])=[O:67])=[CH:62][CH:61]=1)(=[O:58])[CH3:57].C(N=C=NCCCN(C)C)C.C(N(CC)CC)C.CN(C1C=CC=CN=1)C, predict the reaction product. The product is: [C:56]([NH:59][C:60]1[CH:70]=[CH:69][C:63]([CH:64]=[CH:65][C:66]([O:68][CH2:41][CH2:40][N:37]2[C:38](=[O:39])[CH:17]3[CH:18]([CH:19]4[C:21](=[C:22]([C:29]5[CH:34]=[CH:33][CH:32]=[CH:31][N:30]=5)[C:23]5[CH:24]=[CH:25][CH:26]=[CH:27][CH:28]=5)[CH:16]3[C:15]([C:2]([OH:1])([C:9]3[CH:14]=[CH:13][CH:12]=[CH:11][N:10]=3)[C:3]3[CH:4]=[CH:5][CH:6]=[CH:7][CH:8]=3)=[CH:20]4)[C:35]2=[O:36])=[O:67])=[CH:62][CH:61]=1)(=[O:58])[CH3:57]. (3) Given the reactants [O:1]=[C:2]1[O:8][C@H:7]([C@H:9]([CH2:11][OH:12])[OH:10])[C:5]([OH:6])=[C:3]1[OH:4].[OH:13][C:14]([CH2:16][CH2:17][CH2:18][CH2:19][C@H:20]1[C@@H:28]2[C@@H:23]([NH:24][C:25]([NH:27]2)=[O:26])[CH2:22][S:21]1)=O, predict the reaction product. The product is: [O:26]=[C:25]1[NH:27][C@@H:28]2[C@H:20]([CH2:19][CH2:18][CH2:17][CH2:16][C:14]([O:12][CH2:11][C@H:9]([C@@H:7]3[C:5]([OH:6])=[C:3]([OH:4])[C:2](=[O:1])[O:8]3)[OH:10])=[O:13])[S:21][CH2:22][C@@H:23]2[NH:24]1.